Dataset: HIV replication inhibition screening data with 41,000+ compounds from the AIDS Antiviral Screen. Task: Binary Classification. Given a drug SMILES string, predict its activity (active/inactive) in a high-throughput screening assay against a specified biological target. (1) The molecule is COc1cc(C2=NC(C(C)C)CO2)c(OC)c(OC)c1OC. The result is 0 (inactive). (2) The molecule is CCP(=O)(CC)C(Cl)(Cl)C(=O)NC. The result is 0 (inactive). (3) The result is 1 (active). The drug is CC(=O)OCCCOCn1c(Cc2ccccc2)c(C)c(=O)[nH]c1=O. (4) The molecule is COC(=O)C1C2C=CC(C2)N1C(C)c1ccccc1. The result is 0 (inactive). (5) The compound is COc1ccc(SS(=O)(=O)c2ccc(OC)cc2)cc1. The result is 0 (inactive). (6) The compound is O=c1cc(-c2ccccc2)c2ccc(O)cc2o1. The result is 0 (inactive). (7) The molecule is CC1=CC(O)C(Br)C(C)(C)C12CCC(C)(Cl)C(Br)C2. The result is 0 (inactive).